This data is from Full USPTO retrosynthesis dataset with 1.9M reactions from patents (1976-2016). The task is: Predict the reactants needed to synthesize the given product. (1) Given the product [OH:26][C:22]1[CH:21]=[C:20]([N:13]2[CH:14]=[C:15]([NH:16][C:17]([NH2:19])=[O:18])[C:11]([C:9]([NH2:8])=[O:10])=[N:12]2)[CH:25]=[CH:24][CH:23]=1, predict the reactants needed to synthesize it. The reactants are: COC1C=CC(C[NH:8][C:9]([C:11]2[C:15]([NH:16][C:17]([NH2:19])=[O:18])=[CH:14][N:13]([C:20]3[CH:25]=[CH:24][CH:23]=[C:22]([OH:26])[CH:21]=3)[N:12]=2)=[O:10])=CC=1. (2) Given the product [N:10]1([C:6]2[CH:5]=[C:4]3[C:9](=[CH:8][CH:7]=2)[NH:1][CH:2]=[CH:3]3)[CH:15]=[N:13][N:12]=[N:11]1, predict the reactants needed to synthesize it. The reactants are: [NH:1]1[C:9]2[C:4](=[CH:5][C:6]([NH2:10])=[CH:7][CH:8]=2)[CH:3]=[CH:2]1.[N-:11]=[N+:12]=[N-:13].[Na+].[CH2:15](OC(OCC)(OCC)C)C. (3) Given the product [CH:1]([S:4]([C:7]1[CH:8]=[CH:9][C:10]([C:13]2[N:14]=[C:15]([CH2:20][CH2:21][C:22]3[CH:23]=[CH:24][CH:25]=[CH:26][CH:27]=3)[C:16]([NH2:19])=[N:17][CH:18]=2)=[CH:11][CH:12]=1)(=[O:5])=[O:6])([CH3:3])[CH3:2], predict the reactants needed to synthesize it. The reactants are: [CH:1]([S:4]([C:7]1[CH:12]=[CH:11][C:10]([C:13]2[N:14]=[C:15]([C:20]#[C:21][C:22]3[CH:27]=[CH:26][CH:25]=[CH:24][CH:23]=3)[C:16]([NH2:19])=[N:17][CH:18]=2)=[CH:9][CH:8]=1)(=[O:6])=[O:5])([CH3:3])[CH3:2].C1COCC1. (4) Given the product [CH2:18]([O:17][C:15]([NH:14][C:10]1[CH:9]=[C:8]([CH2:7][CH2:6][CH2:5][CH2:4][C:3]([OH:20])=[O:2])[CH:13]=[CH:12][CH:11]=1)=[O:16])[CH3:19], predict the reactants needed to synthesize it. The reactants are: C[O:2][C:3](=[O:20])[CH2:4][CH2:5][CH2:6][CH2:7][C:8]1[CH:13]=[CH:12][CH:11]=[C:10]([NH:14][C:15]([O:17][CH2:18][CH3:19])=[O:16])[CH:9]=1.[OH-].[Li+]. (5) The reactants are: [SH:1][CH2:2][CH2:3][CH2:4][CH2:5][CH2:6][C:7]([OH:9])=[O:8].O.[CH3:11][S:12]S(C)(=O)=O.C(OCC)(=O)C. Given the product [CH3:11][S:12][S:1][CH2:2][CH2:3][CH2:4][CH2:5][CH2:6][C:7]([OH:9])=[O:8], predict the reactants needed to synthesize it. (6) Given the product [F:1][C:2]1[CH:7]=[CH:6][C:5]([C:8]2[C:16]3[C:11](=[CH:12][CH:13]=[C:14]([N+:17]([O-:19])=[O:18])[CH:15]=3)[N:10]([C:20]([C:21]3[CH:26]=[CH:25][CH:24]=[CH:23][CH:22]=3)([C:27]3[CH:32]=[CH:31][CH:30]=[CH:29][CH:28]=3)[C:33]3[CH:34]=[CH:35][CH:36]=[CH:37][CH:38]=3)[N:9]=2)=[CH:4][C:3]=1[O:39][CH2:41][CH2:42][O:43][CH3:44], predict the reactants needed to synthesize it. The reactants are: [F:1][C:2]1[CH:7]=[CH:6][C:5]([C:8]2[C:16]3[C:11](=[CH:12][CH:13]=[C:14]([N+:17]([O-:19])=[O:18])[CH:15]=3)[N:10]([C:20]([C:33]3[CH:38]=[CH:37][CH:36]=[CH:35][CH:34]=3)([C:27]3[CH:32]=[CH:31][CH:30]=[CH:29][CH:28]=3)[C:21]3[CH:26]=[CH:25][CH:24]=[CH:23][CH:22]=3)[N:9]=2)=[CH:4][C:3]=1[OH:39].Br[CH2:41][CH2:42][O:43][CH3:44]. (7) Given the product [CH3:30][O:29][C:25]1[CH:24]=[C:22]([NH:23][C:6](=[O:8])[C:5]2[CH:9]=[CH:10][C:11]([NH:12][C:13](=[O:16])[CH2:14][CH3:15])=[C:3]([O:2][CH3:1])[CH:4]=2)[CH:21]=[C:20]([O:19][CH3:18])[C:26]=1[O:27][CH3:28], predict the reactants needed to synthesize it. The reactants are: [CH3:1][O:2][C:3]1[CH:4]=[C:5]([CH:9]=[CH:10][C:11]=1[NH2:12])[C:6]([OH:8])=O.[C:13](Cl)(=[O:16])[CH2:14][CH3:15].[CH3:18][O:19][C:20]1[CH:21]=[C:22]([CH:24]=[C:25]([O:29][CH3:30])[C:26]=1[O:27][CH3:28])[NH2:23]. (8) Given the product [OH:13][C:5]1[C:4]([CH:1]([CH3:3])[CH3:2])=[CH:9][C:8]([C:19]([OH:21])=[O:20])=[CH:7][C:6]=1[CH:10]([CH3:12])[CH3:11], predict the reactants needed to synthesize it. The reactants are: [CH:1]([C:4]1[CH:9]=[CH:8][CH:7]=[C:6]([CH:10]([CH3:12])[CH3:11])[C:5]=1[OH:13])([CH3:3])[CH3:2].OC1C=CC([C:19]([OH:21])=[O:20])=CC=1.[OH-].[Na+]. (9) Given the product [C:1]([O:5][C:6](=[O:19])[NH:7][C@@H:8]([CH:17]=[O:18])[CH2:9][C:10]1[CH:15]=[CH:14][CH:13]=[C:12]([I:16])[CH:11]=1)([CH3:2])([CH3:4])[CH3:3], predict the reactants needed to synthesize it. The reactants are: [C:1]([O:5][C:6](=[O:19])[NH:7][C@@H:8]([CH2:17][OH:18])[CH2:9][C:10]1[CH:15]=[CH:14][CH:13]=[C:12]([I:16])[CH:11]=1)([CH3:4])([CH3:3])[CH3:2]. (10) Given the product [O:1]1[CH2:6][CH2:5][CH2:4][CH2:3][CH:2]1[O:7][NH:8][C:9](=[O:40])[CH2:10][C:11]1([C:28]2[S:29][C:30]([C:33]3[CH:38]=[CH:37][CH:36]=[C:35]([NH:39][C:44]([NH:43][CH2:41][CH3:42])=[O:45])[CH:34]=3)=[CH:31][CH:32]=2)[S:17](=[O:19])(=[O:18])[CH2:16][CH2:15][N:14]([C:20](=[O:27])[C:21]2[CH:22]=[CH:23][CH:24]=[CH:25][CH:26]=2)[CH2:13][CH2:12]1, predict the reactants needed to synthesize it. The reactants are: [O:1]1[CH2:6][CH2:5][CH2:4][CH2:3][CH:2]1[O:7][NH:8][C:9](=[O:40])[CH2:10][C:11]1([C:28]2[S:29][C:30]([C:33]3[CH:38]=[CH:37][CH:36]=[C:35]([NH2:39])[CH:34]=3)=[CH:31][CH:32]=2)[S:17](=[O:19])(=[O:18])[CH2:16][CH2:15][N:14]([C:20](=[O:27])[C:21]2[CH:26]=[CH:25][CH:24]=[CH:23][CH:22]=2)[CH2:13][CH2:12]1.[CH2:41]([N:43]=[C:44]=[O:45])[CH3:42].O.